From a dataset of Catalyst prediction with 721,799 reactions and 888 catalyst types from USPTO. Predict which catalyst facilitates the given reaction. (1) Reactant: Cl[CH2:2][C:3]1[O:4][C:5]([CH3:8])=[CH:6][N:7]=1.[CH2:9]([NH2:11])[CH3:10]. Product: [CH2:9]([NH:11][CH2:2][C:3]1[O:4][C:5]([CH3:8])=[CH:6][N:7]=1)[CH3:10]. The catalyst class is: 1. (2) Reactant: [CH2:1]([N:8](C)[CH:9]1[CH2:15][N:14]([CH2:16][CH3:17])[CH2:13][CH2:12][N:11]2[C:18](=[O:27])[C:19]([OH:26])=[C:20]([C:22]([O:24][CH3:25])=[O:23])[N:21]=[C:10]12)C1C=CC=CC=1.Cl. Product: [CH2:16]([N:14]1[CH2:15][CH:9]([NH:8][CH3:1])[C:10]2=[N:21][C:20]([C:22]([O:24][CH3:25])=[O:23])=[C:19]([OH:26])[C:18](=[O:27])[N:11]2[CH2:12][CH2:13]1)[CH3:17]. The catalyst class is: 19. (3) Reactant: O=[C:2]([CH2:9][N:10]1[CH2:14][CH2:13][CH2:12][C:11]1=[O:15])[CH2:3][C:4]([O:6][CH2:7][CH3:8])=[O:5].C[O:17][CH:18](OC)[N:19](C)C.CCN(C(C)C)C(C)C.[C:33](#N)[CH2:34][C:35]#[N:36].C(O)(=O)C. Product: [C:35]([C:34]1[C:18]([OH:17])=[N:19][C:2]([CH2:9][N:10]2[CH2:14][CH2:13][CH2:12][C:11]2=[O:15])=[C:3]([CH:33]=1)[C:4]([O:6][CH2:7][CH3:8])=[O:5])#[N:36]. The catalyst class is: 88. (4) Reactant: [CH3:1][O:2][C:3](=[O:20])[C@@H:4]1[CH2:8][C:7](=[CH2:9])[CH2:6][N:5]1C(OCC1C=CC=CC=1)=O. Product: [CH3:1][O:2][C:3](=[O:20])[C@@H:4]1[CH2:8][CH:7]([CH3:9])[CH2:6][NH:5]1. The catalyst class is: 19. (5) The catalyst class is: 7. Reactant: [C:1]([C:3]1([OH:13])[CH2:12][CH2:11][C:6]2([O:10][CH2:9][CH2:8][O:7]2)[CH2:5][CH2:4]1)#[CH:2].C([Li])CCC.[C:19]1([CH3:27])[CH:24]=[CH:23][C:22]([CH:25]=[O:26])=[CH:21][CH:20]=1.[Cl-].[NH4+]. Product: [OH:26][CH:25]([C:22]1[CH:23]=[CH:24][C:19]([CH3:27])=[CH:20][CH:21]=1)[C:2]#[C:1][C:3]1([OH:13])[CH2:12][CH2:11][C:6]2([O:7][CH2:8][CH2:9][O:10]2)[CH2:5][CH2:4]1. (6) Reactant: [Cl:1][C:2]1[CH:3]=[C:4]([C:33]2[CH:38]=[CH:37][C:36]([C:39](O)=[O:40])=[CH:35][CH:34]=2)[CH:5]=[C:6]([Cl:32])[C:7]=1[CH2:8][C@@H:9]1[CH2:13][CH2:12][N:11]([N:14]2[CH2:19][CH2:18][CH:17]([O:20][Si:21]([CH:28]([CH3:30])[CH3:29])([CH:25]([CH3:27])[CH3:26])[CH:22]([CH3:24])[CH3:23])[CH2:16][CH2:15]2)[C:10]1=[O:31].C(N1C=CN=C1)(N1C=CN=C1)=O.Cl.[F:55][C:56]([F:64])([F:63])[CH:57]1[CH2:62][CH2:61][NH:60][CH2:59][CH2:58]1.C(N(C(C)C)CC)(C)C. Product: [Cl:32][C:6]1[CH:5]=[C:4]([C:33]2[CH:34]=[CH:35][C:36]([C:39]([N:60]3[CH2:61][CH2:62][CH:57]([C:56]([F:64])([F:63])[F:55])[CH2:58][CH2:59]3)=[O:40])=[CH:37][CH:38]=2)[CH:3]=[C:2]([Cl:1])[C:7]=1[CH2:8][C@@H:9]1[CH2:13][CH2:12][N:11]([N:14]2[CH2:19][CH2:18][CH:17]([O:20][Si:21]([CH:28]([CH3:29])[CH3:30])([CH:22]([CH3:24])[CH3:23])[CH:25]([CH3:27])[CH3:26])[CH2:16][CH2:15]2)[C:10]1=[O:31]. The catalyst class is: 124. (7) Reactant: CS(C)=O.C(N(CC)CC)C.[C:12]([O:16][C:17]([NH:19][CH2:20][CH2:21][CH2:22][OH:23])=[O:18])([CH3:15])([CH3:14])[CH3:13]. Product: [C:12]([O:16][C:17]([NH:19][CH2:20][CH2:21][CH:22]=[O:23])=[O:18])([CH3:15])([CH3:14])[CH3:13]. The catalyst class is: 4.